This data is from Forward reaction prediction with 1.9M reactions from USPTO patents (1976-2016). The task is: Predict the product of the given reaction. Given the reactants [Cl:1][CH2:2][CH2:3][N:4]([CH2:40][CH2:41][Cl:42])[C:5]1[CH:10]=[CH:9][C:8]([NH:11][C:12](=[O:39])[NH:13][C:14]2[CH:15]=[CH:16][C:17]([CH3:38])=[C:18]([NH:20][C:21]3[C:22]4[C:27]([N:28]=[C:29]5[C:34]=3[CH:33]=[CH:32][CH:31]=[C:30]5[C:35](O)=[O:36])=[CH:26][CH:25]=[CH:24][CH:23]=4)[CH:19]=2)=[CH:7][CH:6]=1.[CH3:43][N:44](C)CC[NH-], predict the reaction product. The product is: [CH3:43][NH:44][C:35]([C:30]1[C:29]2[C:34](=[C:21]([NH:20][C:18]3[CH:19]=[C:14]([NH:13][C:12]([NH:11][C:8]4[CH:7]=[CH:6][C:5]([N:4]([CH2:3][CH2:2][Cl:1])[CH2:40][CH2:41][Cl:42])=[CH:10][CH:9]=4)=[O:39])[CH:15]=[CH:16][C:17]=3[CH3:38])[C:22]3[C:27]([N:28]=2)=[CH:26][CH:25]=[CH:24][CH:23]=3)[CH:33]=[CH:32][CH:31]=1)=[O:36].